Dataset: NCI-60 drug combinations with 297,098 pairs across 59 cell lines. Task: Regression. Given two drug SMILES strings and cell line genomic features, predict the synergy score measuring deviation from expected non-interaction effect. (1) Drug 1: CC1=C(C=C(C=C1)NC2=NC=CC(=N2)N(C)C3=CC4=NN(C(=C4C=C3)C)C)S(=O)(=O)N.Cl. Drug 2: CC1=C(C(=CC=C1)Cl)NC(=O)C2=CN=C(S2)NC3=CC(=NC(=N3)C)N4CCN(CC4)CCO. Cell line: U251. Synergy scores: CSS=16.1, Synergy_ZIP=2.34, Synergy_Bliss=5.87, Synergy_Loewe=4.89, Synergy_HSA=4.93. (2) Drug 1: CC1C(C(CC(O1)OC2CC(OC(C2O)C)OC3=CC4=CC5=C(C(=O)C(C(C5)C(C(=O)C(C(C)O)O)OC)OC6CC(C(C(O6)C)O)OC7CC(C(C(O7)C)O)OC8CC(C(C(O8)C)O)(C)O)C(=C4C(=C3C)O)O)O)O. Drug 2: CC12CCC3C(C1CCC2O)C(CC4=C3C=CC(=C4)O)CCCCCCCCCS(=O)CCCC(C(F)(F)F)(F)F. Cell line: KM12. Synergy scores: CSS=41.5, Synergy_ZIP=-1.46, Synergy_Bliss=0.215, Synergy_Loewe=1.83, Synergy_HSA=2.00. (3) Drug 1: CC12CCC(CC1=CCC3C2CCC4(C3CC=C4C5=CN=CC=C5)C)O. Drug 2: CC1=C(C(=CC=C1)Cl)NC(=O)C2=CN=C(S2)NC3=CC(=NC(=N3)C)N4CCN(CC4)CCO. Cell line: A549. Synergy scores: CSS=38.8, Synergy_ZIP=9.78, Synergy_Bliss=13.0, Synergy_Loewe=-11.5, Synergy_HSA=13.9. (4) Synergy scores: CSS=62.4, Synergy_ZIP=5.83, Synergy_Bliss=4.47, Synergy_Loewe=-25.0, Synergy_HSA=5.90. Drug 1: CCCCC(=O)OCC(=O)C1(CC(C2=C(C1)C(=C3C(=C2O)C(=O)C4=C(C3=O)C=CC=C4OC)O)OC5CC(C(C(O5)C)O)NC(=O)C(F)(F)F)O. Cell line: UO-31. Drug 2: B(C(CC(C)C)NC(=O)C(CC1=CC=CC=C1)NC(=O)C2=NC=CN=C2)(O)O.